From a dataset of Peptide-MHC class II binding affinity with 134,281 pairs from IEDB. Regression. Given a peptide amino acid sequence and an MHC pseudo amino acid sequence, predict their binding affinity value. This is MHC class II binding data. (1) The peptide sequence is KKPLRPRWCDERVSS. The MHC is HLA-DQA10201-DQB10402 with pseudo-sequence HLA-DQA10201-DQB10402. The binding affinity (normalized) is 0. (2) The peptide sequence is LIEKINAGFKAAVAA. The MHC is DRB1_0901 with pseudo-sequence DRB1_0901. The binding affinity (normalized) is 0.622. (3) The peptide sequence is WRSFLNKVKSLRILN. The MHC is DRB1_0405 with pseudo-sequence DRB1_0405. The binding affinity (normalized) is 0.654. (4) The peptide sequence is ASGVYMGNLTTQQLD. The binding affinity (normalized) is 0.0532. The MHC is H-2-IEd with pseudo-sequence H-2-IEd. (5) The peptide sequence is RGVLLLSTRDLAFAG. The MHC is DRB1_1101 with pseudo-sequence DRB1_1101. The binding affinity (normalized) is 0.581. (6) The peptide sequence is NKEVDRLMSMKSIQK. The MHC is H-2-IAb with pseudo-sequence H-2-IAb. The binding affinity (normalized) is 0.